This data is from Hepatocyte clearance measurements from AstraZeneca. The task is: Regression/Classification. Given a drug SMILES string, predict its absorption, distribution, metabolism, or excretion properties. Task type varies by dataset: regression for continuous measurements (e.g., permeability, clearance, half-life) or binary classification for categorical outcomes (e.g., BBB penetration, CYP inhibition). For this dataset (clearance_hepatocyte_az), we predict log10(clearance) (log10 of the in vitro intrinsic clearance, CLint, in uL/min per 10^6 hepatocytes; values are censored to the assay range of 3 to 150, which is 0.477 to 2.18 on this log10 scale). (1) The drug is O=C(NCc1ccccc1)c1ccc2cccnc2c1O. The log10(clearance) is 1.36. (2) The drug is O=C(CSc1ccccc1)N1CCN(C(=O)c2ccco2)CC1. The log10(clearance) is 1.81. (3) The molecule is NC1=Nc2ccccc2Sc2ccccc21. The log10(clearance) is 0.900. (4) The molecule is Cc1ccc(S(=O)(=O)Nc2c(C(=O)N[C@@H](C)C(C)(C)C)c(C)nn2C(C)(C)C)cc1. The log10(clearance) is 1.72. (5) The molecule is NCCCCN(Cc1nc2ccccc2[nH]1)[C@H]1CCCc2cccnc21. The log10(clearance) is 1.48. (6) The drug is CCN1CCN(c2ccc(Nc3cc(N(C)C(=O)Nc4c(Cl)c(OC)cc(OC)c4Cl)ncn3)cc2)CC1. The log10(clearance) is 1.46. (7) The log10(clearance) is 0.480. The compound is Cc1c(CN2CCN(C(=O)[C@H](C)O)CC2)sc2c(N3CCOCC3)nc(-c3cnc(N)nc3)nc12. (8) The compound is CCCCNC(=O)NS(=O)(=O)c1ccc(C)cc1. The log10(clearance) is 0.820. (9) The drug is CCOc1ccc2oc(C(=O)NC(CCSC)c3nc4ccccc4[nH]3)c(C)c2c1. The log10(clearance) is 1.43.